From a dataset of NCI-60 drug combinations with 297,098 pairs across 59 cell lines. Regression. Given two drug SMILES strings and cell line genomic features, predict the synergy score measuring deviation from expected non-interaction effect. (1) Drug 1: C1=CN(C(=O)N=C1N)C2C(C(C(O2)CO)O)O.Cl. Drug 2: C1=CC=C(C(=C1)C(C2=CC=C(C=C2)Cl)C(Cl)Cl)Cl. Cell line: PC-3. Synergy scores: CSS=10.6, Synergy_ZIP=0.880, Synergy_Bliss=-0.330, Synergy_Loewe=-10.9, Synergy_HSA=-1.95. (2) Drug 1: C1=NC2=C(N1)C(=S)N=CN2. Drug 2: C1C(C(OC1N2C=NC(=NC2=O)N)CO)O. Cell line: SF-539. Synergy scores: CSS=35.6, Synergy_ZIP=-0.260, Synergy_Bliss=1.42, Synergy_Loewe=-6.24, Synergy_HSA=1.22. (3) Drug 1: COC1=NC(=NC2=C1N=CN2C3C(C(C(O3)CO)O)O)N. Drug 2: CC1C(C(CC(O1)OC2CC(CC3=C2C(=C4C(=C3O)C(=O)C5=CC=CC=C5C4=O)O)(C(=O)C)O)N)O. Cell line: NCI-H460. Synergy scores: CSS=39.9, Synergy_ZIP=-0.435, Synergy_Bliss=-2.40, Synergy_Loewe=-7.86, Synergy_HSA=-0.874. (4) Drug 1: CC1=C(C=C(C=C1)C(=O)NC2=CC(=CC(=C2)C(F)(F)F)N3C=C(N=C3)C)NC4=NC=CC(=N4)C5=CN=CC=C5. Drug 2: CC=C1C(=O)NC(C(=O)OC2CC(=O)NC(C(=O)NC(CSSCCC=C2)C(=O)N1)C(C)C)C(C)C. Cell line: 786-0. Synergy scores: CSS=11.7, Synergy_ZIP=-3.31, Synergy_Bliss=-2.26, Synergy_Loewe=-8.16, Synergy_HSA=-1.11. (5) Drug 1: CC(CN1CC(=O)NC(=O)C1)N2CC(=O)NC(=O)C2. Drug 2: CN(C)N=NC1=C(NC=N1)C(=O)N. Cell line: KM12. Synergy scores: CSS=26.4, Synergy_ZIP=-11.8, Synergy_Bliss=-10.1, Synergy_Loewe=-2.53, Synergy_HSA=-1.61.